From a dataset of Reaction yield outcomes from USPTO patents with 853,638 reactions. Predict the reaction yield, written as a fraction of the theoretical maximum amount of product (1.0 means a 100% yield; for example, 0.34 means a 34% yield). (1) The reactants are [OH:1][CH2:2][CH:3]1[CH2:12][C:11]2[C:6](=[CH:7][CH:8]=[CH:9][CH:10]=2)[C:5](=[O:13])[NH:4]1.C(N(CC)CC)C.[CH3:21][S:22](Cl)(=[O:24])=[O:23]. The catalyst is C(Cl)Cl. The product is [CH3:21][S:22]([O:1][CH2:2][CH:3]1[CH2:12][C:11]2[C:6](=[CH:7][CH:8]=[CH:9][CH:10]=2)[C:5](=[O:13])[NH:4]1)(=[O:24])=[O:23]. The yield is 0.920. (2) The reactants are [BH4-].[Na+].[F:3][C:4]1[C:9]2[CH:10]=[CH:11][O:12][C:8]=2[C:7]([NH:13][S:14]([C:17]2([CH2:20][CH:21]=[O:22])[CH2:19][CH2:18]2)(=[O:16])=[O:15])=[C:6]([NH:23][C:24]2[CH:29]=[CH:28][C:27]([I:30])=[CH:26][C:25]=2[F:31])[C:5]=1[F:32].CO.C(OCC)(=O)C. The catalyst is C1COCC1.CCCCCC. The product is [F:3][C:4]1[C:9]2[CH:10]=[CH:11][O:12][C:8]=2[C:7]([NH:13][S:14]([C:17]2([CH2:20][CH2:21][OH:22])[CH2:19][CH2:18]2)(=[O:15])=[O:16])=[C:6]([NH:23][C:24]2[CH:29]=[CH:28][C:27]([I:30])=[CH:26][C:25]=2[F:31])[C:5]=1[F:32]. The yield is 0.460. (3) The reactants are C([NH:8][CH:9]1[CH2:17][CH2:16][C:12]2([CH2:15][O:14][CH2:13]2)[CH2:11][CH2:10]1)C1C=CC=CC=1.[H][H]. The catalyst is C1COCC1.[C].[Pd]. The product is [CH2:13]1[C:12]2([CH2:16][CH2:17][CH:9]([NH2:8])[CH2:10][CH2:11]2)[CH2:15][O:14]1. The yield is 0.930. (4) The reactants are [CH2:1]([O:3][C:4](=[O:14])[C:5]([S:8]([N:10]1[CH2:13][CH2:12][CH2:11]1)=[O:9])([CH3:7])[CH3:6])[CH3:2].ClC1C=CC=C(C(OO)=[O:23])C=1. The catalyst is C(Cl)Cl. The product is [CH2:1]([O:3][C:4](=[O:14])[C:5]([S:8]([N:10]1[CH2:11][CH2:12][CH2:13]1)(=[O:23])=[O:9])([CH3:7])[CH3:6])[CH3:2]. The yield is 1.00. (5) The reactants are Cl.[CH3:2][C:3]1[C:11]2[C:6](=[CH:7][CH:8]=[CH:9][CH:10]=2)[NH:5][C:4]=1[C:12]1[CH:13]=[N:14][CH:15]=[CH:16][CH:17]=1.[H-].[Na+].Br[CH2:21][C:22]1[CH:29]=[CH:28][C:25]([C:26]#[N:27])=[CH:24][C:23]=1[F:30].CN(C=[O:35])C. No catalyst specified. The product is [NH4+:5].[OH-:35].[F:30][C:23]1[CH:24]=[C:25]([CH:28]=[CH:29][C:22]=1[CH2:21][N:5]1[C:6]2[C:11](=[CH:10][CH:9]=[CH:8][CH:7]=2)[C:3]([CH3:2])=[C:4]1[C:12]1[CH:13]=[N:14][CH:15]=[CH:16][CH:17]=1)[C:26]#[N:27]. The yield is 0.00100. (6) The reactants are [CH3:1][O:2][C:3]1[CH:4]=[C:5]([N:12]2[CH2:17][CH2:16][CH:15]([N:18]3[CH2:23][CH2:22][N:21]([CH3:24])[CH2:20][CH2:19]3)[CH2:14][CH2:13]2)[CH:6]=[CH:7][C:8]=1[N+:9]([O-])=O.Cl. The catalyst is C(O)C.[Pd]. The product is [CH3:1][O:2][C:3]1[CH:4]=[C:5]([N:12]2[CH2:17][CH2:16][CH:15]([N:18]3[CH2:19][CH2:20][N:21]([CH3:24])[CH2:22][CH2:23]3)[CH2:14][CH2:13]2)[CH:6]=[CH:7][C:8]=1[NH2:9]. The yield is 0.880.